This data is from Forward reaction prediction with 1.9M reactions from USPTO patents (1976-2016). The task is: Predict the product of the given reaction. Given the reactants [CH2:1]([N:8]1[CH2:12][CH2:11][CH2:10][C:9]1=[N:13][C:14]1[CH:21]=[CH:20][CH:19]=[CH:18][C:15]=1[C:16]#[N:17])[C:2]1[CH:7]=[CH:6][CH:5]=[CH:4][CH:3]=1.C(#N)C1[C:24](=CC=CC=1)[NH2:25].CC(C)([O-])C.[K+].[H-].[Na+], predict the reaction product. The product is: [NH:13]1[C:14]2[C:21]([CH:20]=[CH:19][C:18]3[C:15]=2[CH:16]=[CH:24][N:25]=3)=[CH:11][CH:10]=[CH:9]1.[CH2:1]([N:8]1[C:9]2=[N:13][C:14]3[C:15]([C:16]([NH2:17])=[C:10]2[CH2:11][CH2:12]1)=[CH:18][CH:19]=[CH:20][CH:21]=3)[C:2]1[CH:3]=[CH:4][CH:5]=[CH:6][CH:7]=1.